From a dataset of Reaction yield outcomes from USPTO patents with 853,638 reactions. Predict the reaction yield, written as a fraction of the theoretical maximum amount of product (1.0 means a 100% yield; for example, 0.34 means a 34% yield). (1) The reactants are [CH3:1]C(C)([O-])C.[K+].[C:7]([O:11][C:12]([N:14]1[C:23]2[C:18](=[CH:19][CH:20]=[CH:21][CH:22]=2)[C:17](=O)[CH2:16][CH2:15]1)=[O:13])([CH3:10])([CH3:9])[CH3:8]. The catalyst is [Br-].C[P+](C1C=CC=CC=1)(C1C=CC=CC=1)C1C=CC=CC=1.C1(C)C=CC=CC=1. The product is [C:7]([O:11][C:12]([N:14]1[C:23]2[C:18](=[CH:19][CH:20]=[CH:21][CH:22]=2)[C:17](=[CH2:1])[CH2:16][CH2:15]1)=[O:13])([CH3:10])([CH3:9])[CH3:8]. The yield is 0.730. (2) The reactants are C[C:2]1([C:16]([O-:18])=[O:17])[CH:7]=[CH:6][N:5]2[NH:8][CH:9]=[C:10](C(OCC)=O)[C:4]2=[CH:3]1.[OH-].[Na+]. The catalyst is OS(O)(=O)=O. The product is [N:8]1[N:5]2[CH:6]=[CH:7][C:2]([C:16]([OH:18])=[O:17])=[CH:3][C:4]2=[CH:10][CH:9]=1. The yield is 0.920.